From a dataset of Catalyst prediction with 721,799 reactions and 888 catalyst types from USPTO. Predict which catalyst facilitates the given reaction. Reactant: [F:1][C:2]1[CH:7]=[CH:6][C:5]([CH2:8][CH:9]2[CH2:14][CH2:13][NH:12][CH2:11][CH2:10]2)=[CH:4][CH:3]=1.[CH2:15]([O:22][C:23]([NH:25][CH:26]([CH:34]1[O:36][CH2:35]1)[CH2:27][C:28]1[CH:33]=[CH:32][CH:31]=[CH:30][CH:29]=1)=[O:24])[C:16]1[CH:21]=[CH:20][CH:19]=[CH:18][CH:17]=1.CCOC(C)=O. Product: [CH2:15]([O:22][C:23]([NH:25][CH:26]([CH:34]([OH:36])[CH2:35][N:12]1[CH2:11][CH2:10][CH:9]([CH2:8][C:5]2[CH:4]=[CH:3][C:2]([F:1])=[CH:7][CH:6]=2)[CH2:14][CH2:13]1)[CH2:27][C:28]1[CH:29]=[CH:30][CH:31]=[CH:32][CH:33]=1)=[O:24])[C:16]1[CH:17]=[CH:18][CH:19]=[CH:20][CH:21]=1. The catalyst class is: 3.